This data is from Catalyst prediction with 721,799 reactions and 888 catalyst types from USPTO. The task is: Predict which catalyst facilitates the given reaction. The catalyst class is: 1. Reactant: [O:1]=[C:2]1[NH:6][C:5](=[O:7])[C:4](=[CH:8][C:9]2[CH:14]=[CH:13][C:12]([C:15]3[CH:20]=[CH:19][CH:18]=[C:17]([CH2:21][NH:22][C:23](=[O:29])[O:24][C:25]([CH3:28])([CH3:27])[CH3:26])[CH:16]=3)=[CH:11][CH:10]=2)[S:3]1.N1C=CC=CC=1.[Li+].[BH4-].Cl. Product: [O:1]=[C:2]1[NH:6][C:5](=[O:7])[CH:4]([CH2:8][C:9]2[CH:10]=[CH:11][C:12]([C:15]3[CH:20]=[CH:19][CH:18]=[C:17]([CH2:21][NH:22][C:23](=[O:29])[O:24][C:25]([CH3:27])([CH3:26])[CH3:28])[CH:16]=3)=[CH:13][CH:14]=2)[S:3]1.